Dataset: Forward reaction prediction with 1.9M reactions from USPTO patents (1976-2016). Task: Predict the product of the given reaction. (1) The product is: [CH:3]([CH2:4][O:5][C:6]([CH2:8][NH:9][C:10](=[O:18])[O:11][CH2:12][O:13][C:14](=[O:17])[CH2:15][CH3:16])=[O:7])=[O:2]. Given the reactants C[O:2][CH:3](OC)[CH2:4][O:5][C:6]([CH2:8][NH:9][C:10](=[O:18])[O:11][CH2:12][O:13][C:14](=[O:17])[CH2:15][CH3:16])=[O:7].C(O)(C(F)(F)F)=O, predict the reaction product. (2) Given the reactants [O:1]=[C:2]([C:9]1[CH:10]=[C:11]2[CH:17]=[CH:16][O:15][C:12]2=[CH:13][N:14]=1)[CH2:3]C(OCC)=O.[OH-].[Na+], predict the reaction product. The product is: [C:2]([C:9]1[CH:10]=[C:11]2[CH:17]=[CH:16][O:15][C:12]2=[CH:13][N:14]=1)(=[O:1])[CH3:3]. (3) Given the reactants [NH:1]1[C:9]2[C:4](=[CH:5][CH:6]=[CH:7][CH:8]=2)[C:3]([CH2:10][CH2:11][CH2:12]O)=[CH:2]1.[Br:14]P(Br)(C1C=CC=CC=1)(C1C=CC=CC=1)C1C=CC=CC=1.C1CCCCC1, predict the reaction product. The product is: [NH:1]1[C:9]2[C:4](=[CH:5][CH:6]=[CH:7][CH:8]=2)[C:3]([CH2:10][CH2:11][CH2:12][Br:14])=[CH:2]1. (4) The product is: [NH2:25][C:24]1[N:10]([C:4]2[C:5]([Cl:9])=[CH:6][CH:7]=[CH:8][C:3]=2[Br:2])[N:11]=[CH:20][C:21]=1[C:22]#[N:23]. Given the reactants Cl.[Br:2][C:3]1[CH:8]=[CH:7][CH:6]=[C:5]([Cl:9])[C:4]=1[NH:10][NH2:11].C(Cl)Cl.[OH-].[Na+].C(O[CH:20]=[C:21]([C:24]#[N:25])[C:22]#[N:23])C, predict the reaction product. (5) Given the reactants [NH2:1][C@H:2]1[CH2:7][CH2:6][C@H:5]([OH:8])[CH2:4][CH2:3]1.C(=O)([O-])[O-].[K+].[K+].C(N1[C:24](=[O:25])[C:23]2=[CH:26][CH:27]=[CH:28][CH:29]=[C:22]2[C:21]1=[O:30])(OCC)=O, predict the reaction product. The product is: [OH:8][C@H:5]1[CH2:6][CH2:7][C@H:2]([N:1]2[C:24](=[O:25])[C:23]3[C:22](=[CH:29][CH:28]=[CH:27][CH:26]=3)[C:21]2=[O:30])[CH2:3][CH2:4]1. (6) Given the reactants [F:1][C:2]1[CH:3]=[C:4]([CH:9]([OH:14])[C:10](OC)=[O:11])[CH:5]=[C:6]([F:8])[CH:7]=1.O.[NH2:16][NH2:17], predict the reaction product. The product is: [F:1][C:2]1[CH:3]=[C:4]([CH:9]([OH:14])[C:10]([NH:16][NH2:17])=[O:11])[CH:5]=[C:6]([F:8])[CH:7]=1. (7) Given the reactants [NH2:1][C:2]1[CH:11]=[C:10]2[C:5]([C:6](=[O:12])[NH:7][CH:8]=[N:9]2)=[CH:4][CH:3]=1.[CH2:13]([N:20]=[C:21]=[O:22])[C:14]1[CH:19]=[CH:18][CH:17]=[CH:16][CH:15]=1, predict the reaction product. The product is: [CH2:13]([NH:20][C:21]([NH:1][C:2]1[CH:11]=[C:10]2[C:5]([C:6](=[O:12])[NH:7][CH:8]=[N:9]2)=[CH:4][CH:3]=1)=[O:22])[C:14]1[CH:19]=[CH:18][CH:17]=[CH:16][CH:15]=1.